From a dataset of Full USPTO retrosynthesis dataset with 1.9M reactions from patents (1976-2016). Predict the reactants needed to synthesize the given product. (1) Given the product [CH:21]1([C:2]([F:1])([F:23])[CH:3]([C:5]2[S:9][C:8]([C:10]3[CH:11]=[CH:12][C:13]([C:16]([F:17])([F:18])[F:19])=[CH:14][CH:15]=3)=[N:7][C:6]=2[CH3:20])[OH:4])[CH2:24][CH2:22]1, predict the reactants needed to synthesize it. The reactants are: [F:1][C:2]([F:23])([CH:21]=[CH2:22])[CH:3]([C:5]1[S:9][C:8]([C:10]2[CH:15]=[CH:14][C:13]([C:16]([F:19])([F:18])[F:17])=[CH:12][CH:11]=2)=[N:7][C:6]=1[CH3:20])[OH:4].[C:24](OC(=O)C)(=O)C. (2) Given the product [CH2:29]([NH:28][C:26](=[O:27])[NH:25][C:24]1[N:23]([CH3:36])[N:22]=[CH:21][C:20]=1[C:17]1[CH:18]=[CH:19][C:14]([C:11]2[CH:10]=[CH:9][C:8]([C:5]3([C:3]([OH:4])=[O:2])[CH2:7][CH2:6]3)=[CH:13][CH:12]=2)=[CH:15][CH:16]=1)[C:30]1[CH:35]=[CH:34][CH:33]=[CH:32][CH:31]=1, predict the reactants needed to synthesize it. The reactants are: C[O:2][C:3]([C:5]1([C:8]2[CH:13]=[CH:12][C:11]([C:14]3[CH:19]=[CH:18][C:17]([C:20]4[CH:21]=[N:22][N:23]([CH3:36])[C:24]=4[NH:25][C:26]([NH:28][CH2:29][C:30]4[CH:35]=[CH:34][CH:33]=[CH:32][CH:31]=4)=[O:27])=[CH:16][CH:15]=3)=[CH:10][CH:9]=2)[CH2:7][CH2:6]1)=[O:4].[OH-].[Na+].